Task: Predict which catalyst facilitates the given reaction.. Dataset: Catalyst prediction with 721,799 reactions and 888 catalyst types from USPTO (1) Reactant: N1C=CC=CC=1.[CH3:7][Si:8]([CH3:20])([CH3:19])[C:9]1[CH:13]=[C:12]([C:14]([O:16][CH2:17][CH3:18])=[O:15])[NH:11][N:10]=1.[OH:21][CH2:22][C:23]1[CH:24]=[C:25](B(O)O)[CH:26]=[CH:27][CH:28]=1. Product: [OH:21][CH2:22][C:23]1[CH:28]=[C:27]([N:11]2[C:12]([C:14]([O:16][CH2:17][CH3:18])=[O:15])=[CH:13][C:9]([Si:8]([CH3:19])([CH3:20])[CH3:7])=[N:10]2)[CH:26]=[CH:25][CH:24]=1. The catalyst class is: 302. (2) Reactant: C(OC([N:8]1[CH2:13][CH2:12][CH:11]([C:14]2[CH:19]=[CH:18][CH:17]=[CH:16][C:15]=2[C:20]#[N:21])[CH2:10][CH2:9]1)=O)(C)(C)C. Product: [NH:8]1[CH2:13][CH2:12][CH:11]([C:14]2[CH:19]=[CH:18][CH:17]=[CH:16][C:15]=2[C:20]#[N:21])[CH2:10][CH2:9]1. The catalyst class is: 89. (3) Reactant: [N+:1]([C:4]1[CH:5]=[C:6]([CH:10]=[CH:11][C:12]=1[N+:13]([O-:15])=[O:14])[C:7](Cl)=[O:8])([O-:3])=[O:2].[NH2:16][C:17]1[CH:22]=[CH:21][CH:20]=[CH:19][CH:18]=1. Product: [N+:1]([C:4]1[CH:5]=[C:6]([CH:10]=[CH:11][C:12]=1[N+:13]([O-:15])=[O:14])[C:7]([NH:16][C:17]1[CH:22]=[CH:21][CH:20]=[CH:19][CH:18]=1)=[O:8])([O-:3])=[O:2]. The catalyst class is: 1.